Task: Regression. Given two drug SMILES strings and cell line genomic features, predict the synergy score measuring deviation from expected non-interaction effect.. Dataset: NCI-60 drug combinations with 297,098 pairs across 59 cell lines (1) Drug 1: C#CCC(CC1=CN=C2C(=N1)C(=NC(=N2)N)N)C3=CC=C(C=C3)C(=O)NC(CCC(=O)O)C(=O)O. Drug 2: CCN(CC)CCCC(C)NC1=C2C=C(C=CC2=NC3=C1C=CC(=C3)Cl)OC. Cell line: OVCAR3. Synergy scores: CSS=13.5, Synergy_ZIP=-8.03, Synergy_Bliss=-2.17, Synergy_Loewe=-2.69, Synergy_HSA=-1.16. (2) Drug 1: CN1C(=O)N2C=NC(=C2N=N1)C(=O)N. Drug 2: C1=CC(=C(C=C1I)F)NC2=C(C=CC(=C2F)F)C(=O)NOCC(CO)O. Cell line: NCIH23. Synergy scores: CSS=53.8, Synergy_ZIP=-11.3, Synergy_Bliss=-9.47, Synergy_Loewe=-8.15, Synergy_HSA=-5.90. (3) Cell line: UACC62. Drug 1: CN(C)C1=NC(=NC(=N1)N(C)C)N(C)C. Drug 2: C(=O)(N)NO. Synergy scores: CSS=2.94, Synergy_ZIP=-1.52, Synergy_Bliss=-3.27, Synergy_Loewe=-5.52, Synergy_HSA=-3.95. (4) Drug 1: C1CC(C1)(C(=O)O)C(=O)O.[NH2-].[NH2-].[Pt+2]. Drug 2: CCC1=C2CN3C(=CC4=C(C3=O)COC(=O)C4(CC)O)C2=NC5=C1C=C(C=C5)O. Cell line: TK-10. Synergy scores: CSS=13.0, Synergy_ZIP=-3.22, Synergy_Bliss=0.927, Synergy_Loewe=-9.14, Synergy_HSA=-1.61.